This data is from Catalyst prediction with 721,799 reactions and 888 catalyst types from USPTO. The task is: Predict which catalyst facilitates the given reaction. Reactant: [F:1][C:2]1[CH:3]=[C:4]([CH:41]=[CH:42][CH:43]=1)[CH2:5][N:6]1[C:10]([CH3:11])=[C:9]([C:12]2[C:20]3[C:15](=[N:16][CH:17]=[C:18]([C:21]4[CH:26]=[CH:25][C:24]([N:27]5[CH2:32][CH2:31][N:30](C(OC(C)(C)C)=O)[CH2:29][CH2:28]5)=[CH:23][CH:22]=4)[CH:19]=3)[NH:14][CH:13]=2)[C:8]([CH3:40])=[N:7]1.[ClH:44]. Product: [ClH:44].[F:1][C:2]1[CH:3]=[C:4]([CH:41]=[CH:42][CH:43]=1)[CH2:5][N:6]1[C:10]([CH3:11])=[C:9]([C:12]2[C:20]3[C:15](=[N:16][CH:17]=[C:18]([C:21]4[CH:22]=[CH:23][C:24]([N:27]5[CH2:28][CH2:29][NH:30][CH2:31][CH2:32]5)=[CH:25][CH:26]=4)[CH:19]=3)[NH:14][CH:13]=2)[C:8]([CH3:40])=[N:7]1. The catalyst class is: 12.